Predict the reaction yield, written as a fraction of the theoretical maximum amount of product (1.0 means a 100% yield; for example, 0.34 means a 34% yield). From a dataset of Reaction yield outcomes from USPTO patents with 853,638 reactions. (1) The reactants are C(N1C=CN=C1)(N1C=CN=C1)=O.[C:13]1([C@H:19]([N:21]2[CH2:26][CH2:25][O:24][C@@H:23]([C:27]3[CH:35]=[CH:34][C:30]([C:31](O)=[O:32])=[CH:29][CH:28]=3)[CH2:22]2)[CH3:20])[CH:18]=[CH:17][CH:16]=[CH:15][CH:14]=1.[CH2:36]([CH2:38][NH2:39])[OH:37]. The catalyst is ClCCl. The product is [OH:37][CH2:36][CH2:38][NH:39][C:31](=[O:32])[C:30]1[CH:34]=[CH:35][C:27]([C@@H:23]2[O:24][CH2:25][CH2:26][N:21]([C@@H:19]([C:13]3[CH:14]=[CH:15][CH:16]=[CH:17][CH:18]=3)[CH3:20])[CH2:22]2)=[CH:28][CH:29]=1. The yield is 0.730. (2) The reactants are [Br:1][C:2]1[CH:9]=[C:8]([F:10])[C:5]([C:6]#[N:7])=[C:4](F)[CH:3]=1.[OH:12][C@H:13]1[CH2:18][CH2:17][CH2:16][CH2:15][C@@H:14]1[NH2:19].C(N(C(C)C)CC)(C)C. The catalyst is CS(C)=O. The product is [Br:1][C:2]1[CH:3]=[C:4]([NH:19][C@H:14]2[CH2:15][CH2:16][CH2:17][CH2:18][C@@H:13]2[OH:12])[C:5]([C:6]#[N:7])=[C:8]([F:10])[CH:9]=1. The yield is 0.900. (3) The reactants are C1(P(C2C=CC=CC=2)C2C=CC=CC=2)C=CC=CC=1.Br[C:21](Br)([F:23])[F:22].[C:25]([O:29][C:30]([N:32]1[CH2:37][CH2:36][N:35]([C:38]2[S:39][C:40]([CH:43]=O)=[CH:41][N:42]=2)[CH2:34][CH2:33]1)=[O:31])([CH3:28])([CH3:27])[CH3:26]. The catalyst is CN(C)C=O.[Zn]. The product is [C:25]([O:29][C:30]([N:32]1[CH2:37][CH2:36][N:35]([C:38]2[S:39][C:40]([CH:43]=[C:21]([F:23])[F:22])=[CH:41][N:42]=2)[CH2:34][CH2:33]1)=[O:31])([CH3:28])([CH3:27])[CH3:26]. The yield is 0.190. (4) The reactants are [OH:1][CH2:2][CH2:3][NH:4][C:5]1[CH:6]=[C:7]2[C:11](=[CH:12][CH:13]=1)[C:10](=[C:14]1[C:22]3[C:17](=[CH:18][CH:19]=[CH:20][CH:21]=3)[NH:16][C:15]1=[O:23])[O:9][CH2:8]2.[Br:24][CH2:25][C:26](O[C:26](=[O:27])[CH2:25][Br:24])=[O:27].O. The catalyst is C1COCC1.CN(C)C1C=CN=CC=1. The product is [O:23]=[C:15]1[C:14](=[C:10]2[C:11]3[C:7](=[CH:6][C:5]([NH:4][CH2:3][CH2:2][O:1][C:26](=[O:27])[CH2:25][Br:24])=[CH:13][CH:12]=3)[CH2:8][O:9]2)[C:22]2[C:17](=[CH:18][CH:19]=[CH:20][CH:21]=2)[NH:16]1. The yield is 0.780. (5) The reactants are [I:1]I.C1(P(C2C=CC=CC=2)C2C=CC=CC=2)C=CC=CC=1.N1C=CN=C1.O[CH2:28][C:29]1[N:30]=[C:31]([CH:34]2[CH2:39][CH2:38][N:37]([C:40]([O:42][C:43]([CH3:46])([CH3:45])[CH3:44])=[O:41])[CH2:36][CH2:35]2)[S:32][CH:33]=1. The catalyst is ClCCl. The product is [I:1][CH2:28][C:29]1[N:30]=[C:31]([CH:34]2[CH2:39][CH2:38][N:37]([C:40]([O:42][C:43]([CH3:46])([CH3:45])[CH3:44])=[O:41])[CH2:36][CH2:35]2)[S:32][CH:33]=1. The yield is 0.740.